From a dataset of Reaction yield outcomes from USPTO patents with 853,638 reactions. Predict the reaction yield, written as a fraction of the theoretical maximum amount of product (1.0 means a 100% yield; for example, 0.34 means a 34% yield). (1) The reactants are N[C:2]1[N:7]=[CH:6][C:5]([C:8]2[CH:13]=[CH:12][C:11]([C@@H:14]([N:16]3[CH2:21][CH2:20][C@:19]([CH2:28][CH2:29][CH2:30][OH:31])([C:22]4[CH:27]=[CH:26][CH:25]=[CH:24][CH:23]=4)[O:18][C:17]3=[O:32])[CH3:15])=[CH:10][CH:9]=2)=[CH:4][CH:3]=1.N([O-])=[O:34].[Na+].[OH-].[Na+]. The catalyst is OS(O)(=O)=O. The yield is 0.200. The product is [OH:31][CH2:30][CH2:29][CH2:28][C@@:19]1([C:22]2[CH:27]=[CH:26][CH:25]=[CH:24][CH:23]=2)[O:18][C:17](=[O:32])[N:16]([C@H:14]([C:11]2[CH:10]=[CH:9][C:8]([C:5]3[CH:4]=[CH:3][C:2](=[O:34])[NH:7][CH:6]=3)=[CH:13][CH:12]=2)[CH3:15])[CH2:21][CH2:20]1. (2) The reactants are [OH-].[Na+].[F:3][C:4]1[C:5]([C:18]([O:20]C)=[O:19])=[N:6][CH:7]=[C:8]([O:10][CH2:11][C:12]([F:17])([F:16])[CH:13]([F:15])[F:14])[CH:9]=1.Cl.O1CCOCC1. The catalyst is C1COCC1. The product is [F:3][C:4]1[C:5]([C:18]([OH:20])=[O:19])=[N:6][CH:7]=[C:8]([O:10][CH2:11][C:12]([F:16])([F:17])[CH:13]([F:15])[F:14])[CH:9]=1. The yield is 0.990. (3) The reactants are [F:1][C:2]1[CH:3]=[C:4]([CH:14]([NH:16][C:17]([C:19]2[N:20]=[C:21](Cl)[O:22][CH:23]=2)=[O:18])[CH3:15])[CH:5]=[C:6]([F:13])[C:7]=1[NH:8][S:9]([CH3:12])(=[O:11])=[O:10].[C:25]([C:27]1[CH:28]=[C:29]([OH:33])[CH:30]=[CH:31][CH:32]=1)#[N:26]. No catalyst specified. The product is [F:1][C:2]1[CH:3]=[C:4]([CH:14]([NH:16][C:17]([C:19]2[N:20]=[C:21]([O:33][C:29]3[CH:30]=[CH:31][CH:32]=[C:27]([C:25]#[N:26])[CH:28]=3)[O:22][CH:23]=2)=[O:18])[CH3:15])[CH:5]=[C:6]([F:13])[C:7]=1[NH:8][S:9]([CH3:12])(=[O:11])=[O:10]. The yield is 0.730. (4) The reactants are [I-].[CH3:2][S+](C)(C)=O.[H-].[Na+].[Br:9][C:10]1[CH:15]=[CH:14][C:13]([S:16]([N:19]2[CH2:24][CH2:23][C:22](=[O:25])[CH2:21][CH2:20]2)(=[O:18])=[O:17])=[CH:12][CH:11]=1. The catalyst is CS(C)=O. The product is [Br:9][C:10]1[CH:11]=[CH:12][C:13]([S:16]([N:19]2[CH2:20][CH2:21][C:22]3([O:25][CH2:2]3)[CH2:23][CH2:24]2)(=[O:17])=[O:18])=[CH:14][CH:15]=1. The yield is 0.453. (5) No catalyst specified. The product is [Br:1][C:2]1[C:3]([NH:19][C:20]2[CH:24]=[C:23]([CH3:25])[NH:22][N:21]=2)=[N:4][C:5]([NH:8][CH2:9][C:10]2[O:14][N:13]=[C:12]([C:15](=[O:16])[NH2:26])[CH:11]=2)=[N:6][CH:7]=1. The yield is 0.760. The reactants are [Br:1][C:2]1[C:3]([NH:19][C:20]2[CH:24]=[C:23]([CH3:25])[NH:22][N:21]=2)=[N:4][C:5]([NH:8][CH2:9][C:10]2[O:14][N:13]=[C:12]([C:15](OC)=[O:16])[CH:11]=2)=[N:6][CH:7]=1.[NH3:26].